This data is from NCI-60 drug combinations with 297,098 pairs across 59 cell lines. The task is: Regression. Given two drug SMILES strings and cell line genomic features, predict the synergy score measuring deviation from expected non-interaction effect. (1) Drug 1: CN1C(=O)N2C=NC(=C2N=N1)C(=O)N. Drug 2: C1CN(CCN1C(=O)CCBr)C(=O)CCBr. Cell line: SF-268. Synergy scores: CSS=6.86, Synergy_ZIP=-6.21, Synergy_Bliss=-5.85, Synergy_Loewe=-13.7, Synergy_HSA=-7.06. (2) Drug 1: CN(C)C1=NC(=NC(=N1)N(C)C)N(C)C. Drug 2: CCC1(C2=C(COC1=O)C(=O)N3CC4=CC5=C(C=CC(=C5CN(C)C)O)N=C4C3=C2)O.Cl. Cell line: HL-60(TB). Synergy scores: CSS=64.7, Synergy_ZIP=0.577, Synergy_Bliss=-2.92, Synergy_Loewe=-70.6, Synergy_HSA=-5.30.